Task: Predict the product of the given reaction.. Dataset: Forward reaction prediction with 1.9M reactions from USPTO patents (1976-2016) Given the reactants [CH3:1][O:2][C:3]1[CH:12]=[C:11]2[C:6]([C:7]([CH3:20])=[CH:8][C:9]([NH:13][C@H:14]3[CH2:18][CH2:17][C@H:16]([NH2:19])[CH2:15]3)=[N:10]2)=[CH:5][CH:4]=1.[F:21][C:22]([F:37])([F:36])[C:23]1[CH:28]=[CH:27][C:26]([N:29]2[CH:33]=[CH:32][C:31]([CH:34]=O)=[CH:30]2)=[CH:25][CH:24]=1, predict the reaction product. The product is: [CH3:1][O:2][C:3]1[CH:12]=[C:11]2[C:6]([C:7]([CH3:20])=[CH:8][C:9]([NH:13][C@H:14]3[CH2:18][CH2:17][C@H:16]([NH:19][CH2:34][C:31]4[CH:32]=[CH:33][N:29]([C:26]5[CH:27]=[CH:28][C:23]([C:22]([F:37])([F:21])[F:36])=[CH:24][CH:25]=5)[CH:30]=4)[CH2:15]3)=[N:10]2)=[CH:5][CH:4]=1.